Dataset: Forward reaction prediction with 1.9M reactions from USPTO patents (1976-2016). Task: Predict the product of the given reaction. (1) Given the reactants [F:1][C:2]([F:14])([F:13])[O:3][C:4]1[CH:5]=[C:6]([CH2:10][C:11]#[N:12])[CH:7]=[CH:8][CH:9]=1.CCN(C(C)C)C(C)C.CO[CH:26](OC)[N:27]([CH3:29])[CH3:28], predict the reaction product. The product is: [CH3:29][N:27]([CH3:28])[CH:26]=[C:10]([C:6]1[CH:7]=[CH:8][CH:9]=[C:4]([O:3][C:2]([F:1])([F:13])[F:14])[CH:5]=1)[C:11]#[N:12]. (2) Given the reactants [N+]([C:4]1[CH:9]=[CH:8][CH:7]=[CH:6][C:5]=1O)([O-])=O.[NH2:11][CH2:12][C:13]([OH:15])=[O:14].[C:16]([O-])(O)=[O:17].[Na+], predict the reaction product. The product is: [C:16]([NH:11][CH2:12][C:13]([OH:15])=[O:14])(=[O:17])[C:4]1[CH:9]=[CH:8][CH:7]=[CH:6][CH:5]=1. (3) Given the reactants P([O-])([O-])([O-])=O.[K+].[K+].[K+].C[C:10]1[CH:15]=[CH:14][CH:13]=[C:12]([CH3:16])[C:11]=1O.BrC1C=CC=CC=1.[CH2:25]([NH2:31])[CH2:26][CH2:27][CH2:28][CH2:29]C.CCCCCCCCCCCC, predict the reaction product. The product is: [C:12]1([CH2:16][CH2:29][CH2:28][CH2:27][CH2:26][CH2:25][NH2:31])[CH:11]=[CH:10][CH:15]=[CH:14][CH:13]=1. (4) Given the reactants [NH2:1][C:2]1[C:6]([C:7]([NH2:9])=[O:8])=[C:5]([NH:10][C:11]2[CH:16]=[CH:15][CH:14]=[CH:13][CH:12]=2)[N:4]([CH2:17][C:18]2[CH:23]=[CH:22][C:21]([O:24][CH3:25])=[CH:20][CH:19]=2)[N:3]=1.[C:26]([O:30][C:31]([NH:33][CH2:34][C:35](OCC)=O)=[O:32])([CH3:29])([CH3:28])[CH3:27].[H-].[Na+].C(O)C, predict the reaction product. The product is: [CH3:25][O:24][C:21]1[CH:20]=[CH:19][C:18]([CH2:17][N:4]2[C:5]([NH:10][C:11]3[CH:16]=[CH:15][CH:14]=[CH:13][CH:12]=3)=[C:6]3[C:2]([N:1]=[C:35]([CH2:34][NH:33][C:31](=[O:32])[O:30][C:26]([CH3:29])([CH3:28])[CH3:27])[NH:9][C:7]3=[O:8])=[N:3]2)=[CH:23][CH:22]=1. (5) Given the reactants Br[CH2:2][CH2:3][CH2:4][CH2:5][S:6]([C:9]1[CH:14]=[CH:13][CH:12]=[CH:11][CH:10]=1)(=[O:8])=[O:7].[F:15][C:16]([F:24])([F:23])[CH:17]1[CH2:22][CH2:21][NH:20][CH2:19][CH2:18]1, predict the reaction product. The product is: [C:9]1([S:6]([CH2:5][CH2:4][CH2:3][CH2:2][N:20]2[CH2:21][CH2:22][CH:17]([C:16]([F:24])([F:23])[F:15])[CH2:18][CH2:19]2)(=[O:8])=[O:7])[CH:14]=[CH:13][CH:12]=[CH:11][CH:10]=1.